This data is from NCI-60 drug combinations with 297,098 pairs across 59 cell lines. The task is: Regression. Given two drug SMILES strings and cell line genomic features, predict the synergy score measuring deviation from expected non-interaction effect. (1) Drug 1: CS(=O)(=O)C1=CC(=C(C=C1)C(=O)NC2=CC(=C(C=C2)Cl)C3=CC=CC=N3)Cl. Synergy scores: CSS=21.8, Synergy_ZIP=-1.20, Synergy_Bliss=0.857, Synergy_Loewe=-11.8, Synergy_HSA=1.03. Cell line: SN12C. Drug 2: CC1CCC2CC(C(=CC=CC=CC(CC(C(=O)C(C(C(=CC(C(=O)CC(OC(=O)C3CCCCN3C(=O)C(=O)C1(O2)O)C(C)CC4CCC(C(C4)OC)OCCO)C)C)O)OC)C)C)C)OC. (2) Synergy scores: CSS=-1.85, Synergy_ZIP=0.146, Synergy_Bliss=-3.10, Synergy_Loewe=-4.44, Synergy_HSA=-5.12. Drug 1: CN1C(=O)N2C=NC(=C2N=N1)C(=O)N. Drug 2: COC1=C2C(=CC3=C1OC=C3)C=CC(=O)O2. Cell line: PC-3.